From a dataset of Catalyst prediction with 721,799 reactions and 888 catalyst types from USPTO. Predict which catalyst facilitates the given reaction. (1) Reactant: [F:1][C:2]1[CH:3]=[C:4]([CH:8]=[CH:9][C:10]=1[N+:11]([O-:13])=[O:12])[C:5]([OH:7])=[O:6].[Si](C=[N+]=[N-])(C)(C)[CH3:15]. Product: [CH3:15][O:6][C:5](=[O:7])[C:4]1[CH:8]=[CH:9][C:10]([N+:11]([O-:13])=[O:12])=[C:2]([F:1])[CH:3]=1. The catalyst class is: 61. (2) Reactant: C[O:2][C:3]1[CH:4]=[CH:5][C:6]2[C:10]([N:11]([CH3:25])[C:12]3[CH:17]=[CH:16][C:15](/[CH:18]=[CH:19]/[C:20]([O:22][CH2:23][CH3:24])=[O:21])=[CH:14][CH:13]=3)=[C:9]([C:26]3[CH:31]=[CH:30][C:29]([O:32]C)=[CH:28][CH:27]=3)[S:8][C:7]=2[CH:34]=1.B(Br)(Br)Br. Product: [OH:2][C:3]1[CH:4]=[CH:5][C:6]2[C:10]([N:11]([CH3:25])[C:12]3[CH:13]=[CH:14][C:15](/[CH:18]=[CH:19]/[C:20]([O:22][CH2:23][CH3:24])=[O:21])=[CH:16][CH:17]=3)=[C:9]([C:26]3[CH:27]=[CH:28][C:29]([OH:32])=[CH:30][CH:31]=3)[S:8][C:7]=2[CH:34]=1. The catalyst class is: 2. (3) Reactant: [NH2:1][C:2]1[N:7]=[CH:6][C:5]([C:8]2[N:17]=[C:16]([NH:18][CH2:19][CH:20]([C:27]3[CH:32]=[CH:31][CH:30]=[CH:29][CH:28]=3)[C:21]3[CH:26]=[CH:25][CH:24]=[CH:23][CH:22]=3)[C:15]3[C:10](=[CH:11][CH:12]=[CH:13][CH:14]=3)[N:9]=2)=[CH:4][N:3]=1.Cl[CH2:34][CH:35]=O. Product: [C:21]1([CH:20]([C:27]2[CH:32]=[CH:31][CH:30]=[CH:29][CH:28]=2)[CH2:19][NH:18][C:16]2[C:15]3[C:10](=[CH:11][CH:12]=[CH:13][CH:14]=3)[N:9]=[C:8]([C:5]3[CH:4]=[N:3][C:2]4[N:7]([CH:34]=[CH:35][N:1]=4)[CH:6]=3)[N:17]=2)[CH:22]=[CH:23][CH:24]=[CH:25][CH:26]=1. The catalyst class is: 8. (4) Reactant: [H-].[Na+].[F:3][C:4]1[CH:8]=[CH:7][NH:6][C:5]=1[C:9]([O:11][CH2:12][CH3:13])=[O:10].I[CH3:15].Cl. Product: [F:3][C:4]1[CH:8]=[CH:7][N:6]([CH3:15])[C:5]=1[C:9]([O:11][CH2:12][CH3:13])=[O:10]. The catalyst class is: 3. (5) Reactant: [CH3:1][C:2]1[CH:11]=[C:10]([CH2:12][O:13][CH:14]2[CH2:19][CH2:18][N:17](S(CC(NO)CCCC3N=CC=CN=3)(=O)=O)[CH2:16][CH2:15]2)[C:9]2[C:4](=[CH:5][CH:6]=[CH:7][CH:8]=2)[N:3]=1.C(N(CC)CC)C.[C:43]([O:47][C:48](=[O:60])[CH:49]([CH:55]1[CH2:59][CH2:58][CH2:57][CH2:56]1)[CH2:50][S:51](Cl)(=[O:53])=[O:52])([CH3:46])([CH3:45])[CH3:44]. Product: [C:43]([O:47][C:48](=[O:60])[CH:49]([CH:55]1[CH2:59][CH2:58][CH2:57][CH2:56]1)[CH2:50][S:51]([N:17]1[CH2:16][CH2:15][CH:14]([O:13][CH2:12][C:10]2[C:9]3[C:4](=[CH:5][CH:6]=[CH:7][CH:8]=3)[N:3]=[C:2]([CH3:1])[CH:11]=2)[CH2:19][CH2:18]1)(=[O:53])=[O:52])([CH3:46])([CH3:45])[CH3:44]. The catalyst class is: 2. (6) Reactant: [C:1]1([CH3:11])[CH:6]=[CH:5][C:4]([S:7](Cl)(=[O:9])=[O:8])=[CH:3][CH:2]=1.[CH3:12][CH:13]([OH:17])[CH2:14][CH:15]=[CH2:16].Cl. The catalyst class is: 17. Product: [C:1]1([CH3:11])[CH:6]=[CH:5][C:4]([S:7]([O:17][CH:13]([CH2:14][CH:15]=[CH2:16])[CH3:12])(=[O:9])=[O:8])=[CH:3][CH:2]=1. (7) The catalyst class is: 14. Reactant: [CH2:1]([O:3][C:4](=[O:23])[NH:5][C:6]1[CH:11]=[CH:10][CH:9]=[C:8]([CH2:12][N:13]2[C:18](=[O:19])[CH:17]=[CH:16][C:15]([C:20](=[S:22])[NH2:21])=[N:14]2)[CH:7]=1)[CH3:2].Br.Br[CH2:26][C:27]([C:29]1[CH:34]=[CH:33][N:32]=[CH:31][CH:30]=1)=O. Product: [CH2:1]([O:3][C:4](=[O:23])[NH:5][C:6]1[CH:11]=[CH:10][CH:9]=[C:8]([CH2:12][N:13]2[C:18](=[O:19])[CH:17]=[CH:16][C:15]([C:20]3[S:22][CH:26]=[C:27]([C:29]4[CH:34]=[CH:33][N:32]=[CH:31][CH:30]=4)[N:21]=3)=[N:14]2)[CH:7]=1)[CH3:2].